This data is from Forward reaction prediction with 1.9M reactions from USPTO patents (1976-2016). The task is: Predict the product of the given reaction. (1) Given the reactants C(Cl)CCl.[C:5]([OH:9])(=O)[CH:6]=[CH2:7].[CH3:10][N:11]1[C:19]2[C:14](=[CH:15][CH:16]=[CH:17][CH:18]=2)[C:13]([CH2:20][NH:21][CH3:22])=[CH:12]1.[CH:23]1[CH:24]=[CH:25][C:26]2N(O)N=[N:29][C:27]=2C=1.O.C([N:37](C(C)C)CC)(C)C, predict the reaction product. The product is: [NH2:37][C:27]1[N:29]=[CH:23][C:24](/[CH:7]=[CH:6]/[C:5]([N:21]([CH3:22])[CH2:20][C:13]2[C:14]3[C:19](=[CH:18][CH:17]=[CH:16][CH:15]=3)[N:11]([CH3:10])[CH:12]=2)=[O:9])=[CH:25][CH:26]=1. (2) Given the reactants [Br:1][C:2]1[CH:3]=[C:4]2[C:12](=[CH:13][CH:14]=1)[NH:11][C:10]1[C:9](=O)[CH2:8][CH2:7][CH2:6][C:5]2=1.[Cl:16][C:17]1[CH:23]=[CH:22][C:20]([NH2:21])=[CH:19][CH:18]=1, predict the reaction product. The product is: [Br:1][C:2]1[CH:3]=[C:4]2[C:12](=[CH:13][CH:14]=1)[NH:11][C:10]1[CH:9]([NH:21][C:20]3[CH:22]=[CH:23][C:17]([Cl:16])=[CH:18][CH:19]=3)[CH2:8][CH2:7][CH2:6][C:5]2=1. (3) Given the reactants [C:1]1([CH:7]([CH3:29])[CH2:8][NH:9][C:10]([C:12]2[CH:28]=[CH:27][C:15]3[S:16][C:17]4[CH:25]=[CH:24][C:23]([F:26])=[CH:22][C:18]=4[C:19](Cl)=[N:20][C:14]=3[CH:13]=2)=[O:11])[CH:6]=[CH:5][CH:4]=[CH:3][CH:2]=1.[Br-].[Cl:31][C:32]1[CH:33]=[C:34]([Zn+])[CH:35]=[CH:36][CH:37]=1, predict the reaction product. The product is: [C:1]1([CH:7]([CH3:29])[CH2:8][NH:9][C:10]([C:12]2[CH:28]=[CH:27][C:15]3[S:16][C:17]4[CH:25]=[CH:24][C:23]([F:26])=[CH:22][C:18]=4[C:19]([C:36]4[CH:35]=[CH:34][CH:33]=[C:32]([Cl:31])[CH:37]=4)=[N:20][C:14]=3[CH:13]=2)=[O:11])[CH:2]=[CH:3][CH:4]=[CH:5][CH:6]=1. (4) Given the reactants Br[C:2]1[CH:7]=[CH:6][CH:5]=[C:4]([CH2:8][F:9])[N:3]=1.[CH2:10]([C:14]1[CH:23]=[N:22][C:21]2[C:16](=[CH:17][CH:18]=[C:19]([F:24])[CH:20]=2)[N:15]=1)[CH2:11][C:12]#[CH:13], predict the reaction product. The product is: [F:24][C:19]1[CH:20]=[C:21]2[C:16](=[CH:17][CH:18]=1)[N:15]=[C:14]([CH2:10][CH2:11][C:12]#[C:13][C:2]1[CH:7]=[CH:6][CH:5]=[C:4]([CH2:8][F:9])[N:3]=1)[CH:23]=[N:22]2. (5) The product is: [F:15][C:11]1[CH:12]=[C:13]2[C:8](=[CH:9][CH:10]=1)[CH2:7][C:6]([NH:16][C:17]([C:19]1[C:28]3[CH2:27][CH2:26][CH2:25][CH2:24][C:23]=3[CH:22]=[CH:21][CH:20]=1)=[O:18])([C:4]([OH:5])=[O:3])[CH2:14]2. Given the reactants C([O:3][C:4]([C:6]1([NH:16][C:17]([C:19]2[C:28]3[CH2:27][CH2:26][CH2:25][CH2:24][C:23]=3[CH:22]=[CH:21][CH:20]=2)=[O:18])[CH2:14][C:13]2[C:8](=[CH:9][CH:10]=[C:11]([F:15])[CH:12]=2)[CH2:7]1)=[O:5])C.[OH-].[K+].O, predict the reaction product.